This data is from Forward reaction prediction with 1.9M reactions from USPTO patents (1976-2016). The task is: Predict the product of the given reaction. (1) Given the reactants [Br:1][C:2]1[CH:10]=[C:9]2[C:5]([CH:6]=[CH:7][NH:8]2)=[CH:4][C:3]=1[CH3:11].[BH3-]C#N.[Na+], predict the reaction product. The product is: [Br:1][C:2]1[CH:10]=[C:9]2[C:5]([CH2:6][CH2:7][NH:8]2)=[CH:4][C:3]=1[CH3:11]. (2) Given the reactants Cl[C:2]1[C:3]([C:16]2[CH:21]=[CH:20][C:19]([F:22])=[CH:18][CH:17]=2)=[N:4][C:5]2[C:10]([N:11]=1)=[CH:9][C:8]([C:12]([O:14][CH3:15])=[O:13])=[CH:7][CH:6]=2.[NH:23]1[CH2:26][CH2:25][CH2:24]1.CCN(C(C)C)C(C)C, predict the reaction product. The product is: [N:23]1([C:2]2[C:3]([C:16]3[CH:21]=[CH:20][C:19]([F:22])=[CH:18][CH:17]=3)=[N:4][C:5]3[C:10]([N:11]=2)=[CH:9][C:8]([C:12]([O:14][CH3:15])=[O:13])=[CH:7][CH:6]=3)[CH2:26][CH2:25][CH2:24]1. (3) The product is: [NH2:1][C:2]1[C:11]2[C:6](=[C:7]([C:24]3[CH:25]=[CH:26][C:21]([N:20]([CH3:30])[CH3:19])=[CH:22][CH:23]=3)[CH:8]=[CH:9][CH:10]=2)[N:5]=[N:4][C:3]=1[C:13]([NH:15][CH2:16][CH2:17][CH3:18])=[O:14]. Given the reactants [NH2:1][C:2]1[C:11]2[C:6](=[C:7](Br)[CH:8]=[CH:9][CH:10]=2)[N:5]=[N:4][C:3]=1[C:13]([NH:15][CH2:16][CH2:17][CH3:18])=[O:14].[CH3:19][N:20]([CH3:30])[C:21]1[CH:26]=[CH:25][C:24](B(O)O)=[CH:23][CH:22]=1, predict the reaction product. (4) Given the reactants CC(=CC)C.P([O-])(O)(O)=O.[K+].Cl([O-])=[O:13].[Na+].[CH3:16][N:17]1[C:21]([O:22][CH2:23][C:24]2[CH:29]=[CH:28][C:27]([C:30]([F:33])([F:32])[F:31])=[CH:26][CH:25]=2)=[C:20]([CH:34]=[O:35])[CH:19]=[N:18]1.Cl, predict the reaction product. The product is: [CH3:16][N:17]1[C:21]([O:22][CH2:23][C:24]2[CH:25]=[CH:26][C:27]([C:30]([F:31])([F:32])[F:33])=[CH:28][CH:29]=2)=[C:20]([C:34]([OH:13])=[O:35])[CH:19]=[N:18]1. (5) The product is: [CH3:1][N:2]1[CH:3]2[CH:4]([N:7]([C:10]3[CH:15]=[CH:14][C:13]([NH2:16])=[CH:12][CH:11]=3)[CH2:8][CH2:9]2)[CH2:5][CH2:6]1. Given the reactants [CH3:1][N:2]1[CH2:6][CH2:5][CH:4]2[N:7]([C:10]3[CH:15]=[CH:14][C:13]([N+:16]([O-])=O)=[CH:12][CH:11]=3)[CH2:8][CH2:9][CH:3]12, predict the reaction product. (6) Given the reactants C([N:8]1[CH2:16][C@@H:15]2[C@:10]([CH3:24])([CH2:11][CH2:12][C:13]3[C:20]([Cl:21])=[C:19]([CH2:22][CH3:23])[CH:18]=[CH:17][C:14]=32)[CH2:9]1)C1C=CC=CC=1.C(/B(O)O)=C/C, predict the reaction product. The product is: [ClH:21].[Cl:21][C:20]1[C:13]2[CH2:12][CH2:11][C@@:10]3([CH3:24])[C@@H:15]([CH2:16][NH:8][CH2:9]3)[C:14]=2[CH:17]=[CH:18][C:19]=1[CH2:22][CH3:23]. (7) Given the reactants [CH2:1]([C:5]1[N:6]=[C:7]([CH2:11][C:12]([C:14]2[CH:19]=[CH:18][C:17]([F:20])=[CH:16][C:15]=2[F:21])=[O:13])[NH:8][C:9]=1[CH3:10])[CH2:2][CH2:3][CH3:4].[C:22](O)(=[O:25])[C:23]#[CH:24], predict the reaction product. The product is: [CH2:1]([C:5]1[NH:6][C:7]2[N:8]([C:9]=1[CH3:10])[C:22](=[O:25])[CH:23]=[CH:24][C:11]=2[C:12](=[O:13])[C:14]1[CH:19]=[CH:18][C:17]([F:20])=[CH:16][C:15]=1[F:21])[CH2:2][CH2:3][CH3:4].